From a dataset of Catalyst prediction with 721,799 reactions and 888 catalyst types from USPTO. Predict which catalyst facilitates the given reaction. (1) Reactant: [Si:1]([O:8][C@H:9]([C@H:20]([CH3:26])[CH2:21][NH:22][CH:23]([CH3:25])[CH3:24])[CH2:10][N:11]([CH3:19])[C:12](=[O:18])[O:13][C:14]([CH3:17])([CH3:16])[CH3:15])([C:4]([CH3:7])([CH3:6])[CH3:5])([CH3:3])[CH3:2].[F:27][C:28]1[C:36]([N+:37]([O-:39])=[O:38])=[CH:35][CH:34]=[CH:33][C:29]=1[C:30](Cl)=[O:31].CCN(CC)CC.O. Product: [Si:1]([O:8][C@H:9]([C@H:20]([CH3:26])[CH2:21][N:22]([CH:23]([CH3:25])[CH3:24])[C:30](=[O:31])[C:29]1[CH:33]=[CH:34][CH:35]=[C:36]([N+:37]([O-:39])=[O:38])[C:28]=1[F:27])[CH2:10][N:11]([CH3:19])[C:12](=[O:18])[O:13][C:14]([CH3:15])([CH3:16])[CH3:17])([C:4]([CH3:7])([CH3:5])[CH3:6])([CH3:3])[CH3:2]. The catalyst class is: 2. (2) Reactant: [OH:1][C:2]1[CH:7]=[CH:6][CH:5]=[C:4]([CH3:8])[N:3]=1.I[CH3:10]. Product: [CH3:10][O:1][C:2]1[CH:7]=[CH:6][CH:5]=[C:4]([CH3:8])[N:3]=1. The catalyst class is: 1. (3) Reactant: C([O:5][C:6](=O)[C@@H:7]([O:9][C:10]1[CH:31]=[CH:30][C:13]2[C:14]3[N:18]([CH2:19][CH2:20][O:21][C:12]=2[CH:11]=1)[CH:17]=[C:16]([C:22]1[N:23]([CH:27]([CH3:29])[CH3:28])[N:24]=[CH:25][N:26]=1)[N:15]=3)[CH3:8])(C)(C)C.C(O)(C(F)(F)F)=O.C[N:41](C(ON1N=NC2C=CC=NC1=2)=[N+](C)C)C.F[P-](F)(F)(F)(F)F.[Cl-].[NH4+].C(N(CC)CC)C. Product: [CH:27]([N:23]1[C:22]([C:16]2[N:15]=[C:14]3[C:13]4[CH:30]=[CH:31][C:10]([O:9][C@@H:7]([CH3:8])[C:6]([NH2:41])=[O:5])=[CH:11][C:12]=4[O:21][CH2:20][CH2:19][N:18]3[CH:17]=2)=[N:26][CH:25]=[N:24]1)([CH3:29])[CH3:28]. The catalyst class is: 2. (4) Reactant: [Si:1]([O:8][C:9]1[CH:14]=[CH:13][CH:12]=[CH:11][C:10]=1[CH2:15][CH2:16][OH:17])([C:4]([CH3:7])([CH3:6])[CH3:5])([CH3:3])[CH3:2].CC(OI1(OC(C)=O)(OC(C)=O)OC(=O)C2C=CC=CC1=2)=O. Product: [Si:1]([O:8][C:9]1[CH:14]=[CH:13][CH:12]=[CH:11][C:10]=1[CH2:15][CH:16]=[O:17])([C:4]([CH3:7])([CH3:6])[CH3:5])([CH3:3])[CH3:2]. The catalyst class is: 2. (5) Reactant: [H-].[H-].[H-].[H-].[Li+].[Al+3].[Al+3].[Cl-].[Cl-].[Cl-].[CH:11]1([C:20](O)=[O:21])[C:19]2[C:14](=[CH:15][CH:16]=[CH:17][CH:18]=2)[CH2:13][CH2:12]1. Product: [CH:11]1([CH2:20][OH:21])[C:19]2[C:14](=[CH:15][CH:16]=[CH:17][CH:18]=2)[CH2:13][CH2:12]1. The catalyst class is: 469.